Dataset: Catalyst prediction with 721,799 reactions and 888 catalyst types from USPTO. Task: Predict which catalyst facilitates the given reaction. (1) Reactant: [C@@H]12C[C@@H](C=C1)C(=O)N2.Cl.Cl.[NH2:11][C@@H:12]1[CH2:16][C@H:15]([C:17]([OH:19])=[O:18])[CH:14]=[CH:13]1.CCN(C(C)C)C(C)C.[C:29](O[C:29]([O:31][C:32]([CH3:35])([CH3:34])[CH3:33])=[O:30])([O:31][C:32]([CH3:35])([CH3:34])[CH3:33])=[O:30]. Product: [C:32]([O:31][C:29]([NH:11][C@@H:12]1[CH2:16][C@H:15]([C:17]([OH:19])=[O:18])[CH:14]=[CH:13]1)=[O:30])([CH3:35])([CH3:34])[CH3:33]. The catalyst class is: 127. (2) Reactant: [O:1]=[C:2]1[CH2:6][CH2:5][CH2:4][CH:3]1[C:7]([O:9]C)=[O:8].[OH-].[Na+].Cl. Product: [O:1]=[C:2]1[CH2:6][CH2:5][CH2:4][CH:3]1[C:7]([OH:9])=[O:8]. The catalyst class is: 6.